Dataset: Peptide-MHC class II binding affinity with 134,281 pairs from IEDB. Task: Regression. Given a peptide amino acid sequence and an MHC pseudo amino acid sequence, predict their binding affinity value. This is MHC class II binding data. (1) The peptide sequence is QKKYFAATQFEPLAA. The MHC is HLA-DPA10201-DPB11401 with pseudo-sequence HLA-DPA10201-DPB11401. The binding affinity (normalized) is 0.820. (2) The peptide sequence is RGDSRLTYQWHKEGS. The MHC is DRB1_0701 with pseudo-sequence DRB1_0701. The binding affinity (normalized) is 0.188. (3) The peptide sequence is RMFLAMITYITRNQP. The MHC is DRB1_0405 with pseudo-sequence DRB1_0405. The binding affinity (normalized) is 0.372. (4) The peptide sequence is KKKYFAATQFEPLAA. The MHC is HLA-DPA10201-DPB11401 with pseudo-sequence HLA-DPA10201-DPB11401. The binding affinity (normalized) is 0.811. (5) The peptide sequence is LGHDGTVWAQSADFP. The MHC is DRB3_0101 with pseudo-sequence DRB3_0101. The binding affinity (normalized) is 0.147. (6) The peptide sequence is GTLIVNSVLLFLAFV. The MHC is DRB1_0101 with pseudo-sequence DRB1_0101. The binding affinity (normalized) is 0.607.